The task is: Predict which catalyst facilitates the given reaction.. This data is from Catalyst prediction with 721,799 reactions and 888 catalyst types from USPTO. (1) Reactant: Br[C:2]1[C:10]2[C:5](=[N:6][CH:7]=[CH:8][C:9]=2[O:11][C:12]2[CH:30]=[CH:29][C:15]([C:16]([NH:18][C:19]3[CH:24]=[C:23]([C:25]([F:28])([F:27])[F:26])[CH:22]=[CH:21][N:20]=3)=[O:17])=[CH:14][CH:13]=2)[N:4]([CH2:31][C:32]2[CH:37]=[CH:36][C:35]([O:38][CH3:39])=[CH:34][CH:33]=2)[N:3]=1.[NH2:40][C@@H:41]1[CH2:45][CH2:44][N:43]([C:46]([O:48][C:49]([CH3:52])([CH3:51])[CH3:50])=[O:47])[CH2:42]1.C(O[K])(C)(C)C.CC(C1C=C(C(C)C)C(C2C=CC=CC=2P(C2CCCCC2)C2CCCCC2)=C(C(C)C)C=1)C. Product: [CH3:39][O:38][C:35]1[CH:34]=[CH:33][C:32]([CH2:31][N:4]2[C:5]3=[N:6][CH:7]=[CH:8][C:9]([O:11][C:12]4[CH:30]=[CH:29][C:15]([C:16](=[O:17])[NH:18][C:19]5[CH:24]=[C:23]([C:25]([F:26])([F:27])[F:28])[CH:22]=[CH:21][N:20]=5)=[CH:14][CH:13]=4)=[C:10]3[C:2]([NH:40][C@@H:41]3[CH2:45][CH2:44][N:43]([C:46]([O:48][C:49]([CH3:52])([CH3:51])[CH3:50])=[O:47])[CH2:42]3)=[N:3]2)=[CH:37][CH:36]=1. The catalyst class is: 62. (2) Reactant: [CH:1]([C:3]1[N:4]=[CH:5][N:6]2[CH:10]=[CH:9][S:8][C:7]=12)=O.Cl.[NH2:12][OH:13].[OH-].[Na+]. Product: [OH:13][N:12]=[CH:1][C:3]1[N:4]=[CH:5][N:6]2[CH:10]=[CH:9][S:8][C:7]=12. The catalyst class is: 8. (3) Reactant: [BH4-].[Na+].[C:3]([C:6]1[O:7][CH:8]=[C:9]([C:11]([NH:13][C@@H:14]([CH3:31])[CH2:15][N:16]2[CH:20]=[CH:19][C:18]([C:21]3[CH:26]=[CH:25][C:24]([C:27]#[N:28])=[C:23]([Cl:29])[C:22]=3[CH3:30])=[N:17]2)=[O:12])[N:10]=1)(=[O:5])[CH3:4]. Product: [Cl:29][C:23]1[C:22]([CH3:30])=[C:21]([C:18]2[CH:19]=[CH:20][N:16]([CH2:15][C@@H:14]([NH:13][C:11]([C:9]3[N:10]=[C:6]([CH:3]([OH:5])[CH3:4])[O:7][CH:8]=3)=[O:12])[CH3:31])[N:17]=2)[CH:26]=[CH:25][C:24]=1[C:27]#[N:28]. The catalyst class is: 8. (4) Reactant: [Cl:1][C:2]1[CH:3]=[C:4]([N:9]2[CH:13]=[C:12]([NH:14][CH2:15][CH2:16][N:17]3[CH2:22][CH2:21][O:20][CH2:19][CH2:18]3)[N:11]=[N:10]2)[CH:5]=[CH:6][C:7]=1[Cl:8].[CH:23](=O)[CH2:24][CH3:25].[BH-](OC(C)=O)(OC(C)=O)OC(C)=O.[Na+]. Product: [Cl:1][C:2]1[CH:3]=[C:4]([N:9]2[CH:13]=[C:12]([N:14]([CH2:15][CH2:16][N:17]3[CH2:22][CH2:21][O:20][CH2:19][CH2:18]3)[CH2:23][CH2:24][CH3:25])[N:11]=[N:10]2)[CH:5]=[CH:6][C:7]=1[Cl:8]. The catalyst class is: 26. (5) Reactant: [Br:1][C:2]1[C:3]([Cl:10])=[C:4]([CH:8]=[O:9])[CH:5]=[N:6][CH:7]=1.[BH4-].[Na+]. Product: [Br:1][C:2]1[C:3]([Cl:10])=[C:4]([CH2:8][OH:9])[CH:5]=[N:6][CH:7]=1. The catalyst class is: 5. (6) Reactant: CC1C=CC([O:8][S:9]([C:12]2[CH:13]=[C:14]([NH:18][S:19]([C:22]3[CH:31]=[C:30]4[C:25]([CH:26]=[CH:27][C:28]([NH:32][C:33]([NH:35][C:36]5[CH:45]=[C:44]6[C:39]([CH:40]=[CH:41][C:42]([S:46]([NH:49][C:50]7[CH:51]=[C:52]([S:56]([O:59]C8C=CC(C)=CC=8)(=[O:58])=[O:57])[CH:53]=[CH:54][CH:55]=7)(=[O:48])=[O:47])=[CH:43]6)=[CH:38][CH:37]=5)=[O:34])=[CH:29]4)=[CH:24][CH:23]=3)(=[O:21])=[O:20])[CH:15]=[CH:16][CH:17]=2)(=[O:11])=[O:10])=CC=1.C[O-].[Na+:69].C1COCC1.Cl. Product: [Na+:69].[Na+:69].[S:56]([C:52]1[CH:51]=[C:50]([NH:49][S:46]([C:42]2[CH:43]=[C:44]3[C:39]([CH:38]=[CH:37][C:36]([NH:35][C:33]([NH:32][C:28]4[CH:29]=[C:30]5[C:25]([CH:24]=[CH:23][C:22]([S:19]([NH:18][C:14]6[CH:13]=[C:12]([S:9]([O-:11])(=[O:8])=[O:10])[CH:17]=[CH:16][CH:15]=6)(=[O:21])=[O:20])=[CH:31]5)=[CH:26][CH:27]=4)=[O:34])=[CH:45]3)=[CH:40][CH:41]=2)(=[O:48])=[O:47])[CH:55]=[CH:54][CH:53]=1)([OH:59])(=[O:57])=[O:58].[S:56]([C:52]1[CH:51]=[C:50]([NH:49][S:46]([C:42]2[CH:43]=[C:44]3[C:39]([CH:38]=[CH:37][C:36]([NH:35][C:33]([NH:32][C:28]4[CH:29]=[C:30]5[C:25]([CH:24]=[CH:23][C:22]([S:19]([NH:18][C:14]6[CH:13]=[C:12]([S:9]([O-:11])(=[O:8])=[O:10])[CH:17]=[CH:16][CH:15]=6)(=[O:21])=[O:20])=[CH:31]5)=[CH:26][CH:27]=4)=[O:34])=[CH:45]3)=[CH:40][CH:41]=2)(=[O:48])=[O:47])[CH:55]=[CH:54][CH:53]=1)([OH:59])(=[O:57])=[O:58]. The catalyst class is: 24. (7) Product: [F:81][C:78]1[CH:77]=[C:36]([CH:35]=[C:80]([F:1])[CH:79]=1)[CH2:37][N:38]1[C:42]([CH3:43])=[C:41]([C:44]2[C:52]3[C:47](=[N:48][CH:49]=[C:50]([C:53]4[CH:54]=[CH:55][C:56]([O:64][CH3:65])=[C:57]([S:59]([NH:62][CH3:63])(=[O:60])=[O:61])[CH:58]=4)[CH:51]=3)[NH:46][CH:45]=2)[C:40]([CH3:76])=[N:39]1. The catalyst class is: 87. Reactant: [F:1]C1C=CC=CC=1CN1C=C(C2C3C(=NC=C(C4C=C(NS(C)(=O)=O)C=CC=4)C=3)NC=2)C=N1.F[C:35]1[CH:80]=[CH:79][C:78]([F:81])=[CH:77][C:36]=1[CH2:37][N:38]1[C:42]([CH3:43])=[C:41]([C:44]2[C:52]3[C:47](=[N:48][CH:49]=[C:50]([C:53]4[CH:54]=[CH:55][C:56]([O:64][CH3:65])=[C:57]([S:59]([NH:62][CH3:63])(=[O:61])=[O:60])[CH:58]=4)[CH:51]=3)[N:46](S(C3C=CC(C)=CC=3)(=O)=O)[CH:45]=2)[C:40]([CH3:76])=[N:39]1.[OH-].[Li+]. (8) Reactant: C([O:4][C@H:5]1[C@@H:31]([O:32]C(=O)C)[C@H:30]([O:36]C(=O)C)[C@@H:29]([CH2:40][O:41]C(=O)C)[O:28][C@@H:6]1[O:7][C:8]1[C:13]([Cl:14])=[CH:12][C:11]([N:15]2[C:23]3[C:18](=[CH:19][C:20]([N+:24]([O-:26])=[O:25])=[CH:21][CH:22]=3)[CH:17]=[CH:16]2)=[CH:10][C:9]=1[Cl:27])(=O)C.C([O-])([O-])=O.[K+].[K+]. Product: [O:7]([C:8]1[C:13]([Cl:14])=[CH:12][C:11]([N:15]2[C:23]3[C:18](=[CH:19][C:20]([N+:24]([O-:26])=[O:25])=[CH:21][CH:22]=3)[CH:17]=[CH:16]2)=[CH:10][C:9]=1[Cl:27])[C@H:6]1[O:28][C@H:29]([CH2:40][OH:41])[C@@H:30]([OH:36])[C@H:31]([OH:32])[C@@H:5]1[OH:4]. The catalyst class is: 5. (9) Reactant: ClC(Cl)(Cl)[C:3]([C:5]1[N:14]2[C:8]([CH2:9][N:10]([C:19]([C:21]3[CH:26]=[CH:25][C:24]([C:27]4[CH:32]=[CH:31][CH:30]=[CH:29][C:28]=4[O:33][CH3:34])=[CH:23][CH:22]=3)=[O:20])[C:11]3[CH:18]=[CH:17][CH:16]=[CH:15][C:12]=3[CH2:13]2)=[CH:7][CH:6]=1)=[O:4].[Br:37][C:38]1[CH:39]=[C:40]([CH2:44][NH2:45])[CH:41]=[N:42][CH:43]=1.C(N(CC)CC)C.CS(C)=O. Product: [Br:37][C:38]1[CH:39]=[C:40]([CH2:44][NH:45][C:3]([C:5]2[N:14]3[C:8]([CH2:9][N:10]([C:19]([C:21]4[CH:22]=[CH:23][C:24]([C:27]5[CH:32]=[CH:31][CH:30]=[CH:29][C:28]=5[O:33][CH3:34])=[CH:25][CH:26]=4)=[O:20])[C:11]4[CH:18]=[CH:17][CH:16]=[CH:15][C:12]=4[CH2:13]3)=[CH:7][CH:6]=2)=[O:4])[CH:41]=[N:42][CH:43]=1. The catalyst class is: 10. (10) Reactant: [CH2:1]([N:8]1[CH2:18][CH2:17][C:11]2[N:12]=[CH:13][N:14]=[C:15](Cl)[C:10]=2[CH2:9]1)[C:2]1[CH:7]=[CH:6][CH:5]=[CH:4][CH:3]=1.[F:19][C:20]([F:30])([F:29])[C:21]1[N:26]=[CH:25][C:24]([CH2:27][NH2:28])=[CH:23][CH:22]=1.C(N(CC)C(C)C)(C)C. Product: [CH2:1]([N:8]1[CH2:18][CH2:17][C:11]2[N:12]=[CH:13][N:14]=[C:15]([NH:28][CH2:27][C:24]3[CH:25]=[N:26][C:21]([C:20]([F:30])([F:19])[F:29])=[CH:22][CH:23]=3)[C:10]=2[CH2:9]1)[C:2]1[CH:7]=[CH:6][CH:5]=[CH:4][CH:3]=1. The catalyst class is: 10.